Task: Predict the product of the given reaction.. Dataset: Forward reaction prediction with 1.9M reactions from USPTO patents (1976-2016) (1) Given the reactants [CH3:1][O:2][C:3](=[O:27])[CH2:4][C:5]1[CH:10]=[CH:9][C:8]([C:11]#[C:12][C:13]2[CH:22]=[CH:21][C:20]3[C:19](=[O:23])[CH2:18][CH2:17][C:16]([CH3:25])([CH3:24])[C:15]=3[CH:14]=2)=[CH:7][C:6]=1[F:26].C(C1C=C(C)C=C(C(C)(C)C)N=1)(C)(C)C.[F:43][C:44]([F:57])([F:56])[S:45](O[S:45]([C:44]([F:57])([F:56])[F:43])(=[O:47])=[O:46])(=[O:47])=[O:46], predict the reaction product. The product is: [CH3:1][O:2][C:3](=[O:27])[CH2:4][C:5]1[CH:10]=[CH:9][C:8]([C:11]#[C:12][C:13]2[CH:22]=[CH:21][C:20]3[C:19]([O:23][S:45]([C:44]([F:57])([F:56])[F:43])(=[O:47])=[O:46])=[CH:18][CH2:17][C:16]([CH3:24])([CH3:25])[C:15]=3[CH:14]=2)=[CH:7][C:6]=1[F:26]. (2) Given the reactants [N+:1]([C:4]1[CH:5]=[C:6]([S:10]([CH2:13][CH2:14][OH:15])(=[O:12])=[O:11])[CH:7]=[CH:8][CH:9]=1)([O-])=O.[H][H], predict the reaction product. The product is: [NH2:1][C:4]1[CH:5]=[C:6]([S:10]([CH2:13][CH2:14][OH:15])(=[O:12])=[O:11])[CH:7]=[CH:8][CH:9]=1. (3) The product is: [CH2:15]([O:14][C:8]1[CH:7]=[C:6]([C@H:2]([N:1]2[C:19](=[O:18])[C:20]3[C:21](=[CH:22][CH:23]=[CH:24][C:25]=3[NH:26][C:27]([CH:29]3[CH2:31][CH2:30]3)=[O:28])[CH2:32]2)[CH2:3][CH2:4][OH:5])[CH:11]=[CH:10][C:9]=1[O:12][CH3:13])[CH3:16]. Given the reactants [NH2:1][C@@H:2]([C:6]1[CH:11]=[CH:10][C:9]([O:12][CH3:13])=[C:8]([O:14][CH2:15][CH3:16])[CH:7]=1)[CH2:3][CH2:4][OH:5].C[O:18][C:19](=O)[C:20]1[C:25]([NH:26][C:27]([CH:29]2[CH2:31][CH2:30]2)=[O:28])=[CH:24][CH:23]=[CH:22][C:21]=1[CH2:32]Br.C(N(CC)CC)C.CCCCCC, predict the reaction product. (4) Given the reactants [F:1][C:2]1[CH:3]=[C:4]([NH:8][C:9]2[N:14]=[C:13]([NH:15][CH2:16][CH2:17][CH3:18])[C:12]([CH2:19][OH:20])=[CH:11][N:10]=2)[CH:5]=[CH:6][CH:7]=1, predict the reaction product. The product is: [F:1][C:2]1[CH:3]=[C:4]([NH:8][C:9]2[N:14]=[C:13]([NH:15][CH2:16][CH2:17][CH3:18])[C:12]([CH:19]=[O:20])=[CH:11][N:10]=2)[CH:5]=[CH:6][CH:7]=1.